From a dataset of Peptide-MHC class I binding affinity with 185,985 pairs from IEDB/IMGT. Regression. Given a peptide amino acid sequence and an MHC pseudo amino acid sequence, predict their binding affinity value. This is MHC class I binding data. (1) The peptide sequence is VYAWERKKI. The MHC is HLA-A01:01 with pseudo-sequence HLA-A01:01. The binding affinity (normalized) is 0. (2) The peptide sequence is RYPLTFGW. The MHC is HLA-A30:01 with pseudo-sequence HLA-A30:01. The binding affinity (normalized) is 0.0606. (3) The MHC is HLA-A24:02 with pseudo-sequence HLA-A24:02. The peptide sequence is VPVWKEATTT. The binding affinity (normalized) is 0.